Dataset: Buchwald-Hartwig C-N cross coupling reaction yields with 55,370 reactions. Task: Predict the reaction yield, written as a fraction of the theoretical maximum amount of product (1.0 means a 100% yield; for example, 0.34 means a 34% yield). (1) The reactants are Brc1cccnc1.Cc1ccc(N)cc1.O=S(=O)(O[Pd]1c2ccccc2-c2ccccc2N~1)C(F)(F)F.CC(C)c1cc(C(C)C)c(-c2ccccc2P(C(C)(C)C)C(C)(C)C)c(C(C)C)c1.CN(C)C(=NC(C)(C)C)N(C)C.COC(=O)c1cc(-c2cccs2)on1. No catalyst specified. The product is Cc1ccc(Nc2cccnc2)cc1. The yield is 0.631. (2) The yield is 0.366. The product is Cc1ccc(Nc2ccccn2)cc1. No catalyst specified. The reactants are Brc1ccccn1.Cc1ccc(N)cc1.O=S(=O)(O[Pd]1c2ccccc2-c2ccccc2N~1)C(F)(F)F.COc1ccc(OC)c(P([C@]23C[C@H]4C[C@H](C[C@H](C4)C2)C3)[C@]23C[C@H]4C[C@H](C[C@H](C4)C2)C3)c1-c1c(C(C)C)cc(C(C)C)cc1C(C)C.CN(C)C(=NC(C)(C)C)N(C)C.CCOC(=O)c1cc(OC)no1. (3) The reactants are Brc1cccnc1.Cc1ccc(N)cc1.O=S(=O)(O[Pd]1c2ccccc2-c2ccccc2N~1)C(F)(F)F.CC(C)c1cc(C(C)C)c(-c2ccccc2P(C2CCCCC2)C2CCCCC2)c(C(C)C)c1.CN1CCCN2CCCN=C12.c1ccc(-c2cnoc2)cc1. No catalyst specified. The product is Cc1ccc(Nc2cccnc2)cc1. The yield is 0.201. (4) The reactants are FC(F)(F)c1ccc(I)cc1.Cc1ccc(N)cc1.O=S(=O)(O[Pd]1c2ccccc2-c2ccccc2N~1)C(F)(F)F.COc1ccc(OC)c(P(C(C)(C)C)C(C)(C)C)c1-c1c(C(C)C)cc(C(C)C)cc1C(C)C.CN1CCCN2CCCN=C12.c1ccc2oncc2c1. No catalyst specified. The product is Cc1ccc(Nc2ccc(C(F)(F)F)cc2)cc1. The yield is 0.493. (5) The reactants are Ic1ccccn1.Cc1ccc(N)cc1.O=S(=O)(O[Pd]1c2ccccc2-c2ccccc2N~1)C(F)(F)F.COc1ccc(OC)c(P(C(C)(C)C)C(C)(C)C)c1-c1c(C(C)C)cc(C(C)C)cc1C(C)C.CN1CCCN2CCCN=C12.CCOC(=O)c1ccon1. No catalyst specified. The product is Cc1ccc(Nc2ccccn2)cc1. The yield is 0.896.